From a dataset of Catalyst prediction with 721,799 reactions and 888 catalyst types from USPTO. Predict which catalyst facilitates the given reaction. (1) Reactant: [F:1][C:2]1[CH:7]=[CH:6][C:5]([CH2:8][CH:9]([CH2:16][CH2:17][CH3:18])[CH2:10][C:11]([O:13]CC)=[O:12])=[CH:4][C:3]=1[O:19][CH3:20].[OH-].[Na+]. Product: [F:1][C:2]1[CH:7]=[CH:6][C:5]([CH2:8][CH:9]([CH2:16][CH2:17][CH3:18])[CH2:10][C:11]([OH:13])=[O:12])=[CH:4][C:3]=1[O:19][CH3:20]. The catalyst class is: 242. (2) Reactant: C(OC(=O)[NH:7][C@H:8]([C@@H:28]1[CH2:32][CH:31]([CH:33]([CH3:35])[CH3:34])[C:30](=[O:36])[O:29]1)[CH2:9][C@H:10]([CH2:14][C:15]1[CH:20]=[CH:19][C:18]([CH3:21])=[C:17]([O:22][CH2:23][CH2:24][CH2:25][O:26][CH3:27])[CH:16]=1)[CH:11]([CH3:13])[CH3:12])(C)(C)C.[O:38]1[CH2:43][CH2:42][CH:41]([NH2:44])[CH2:40][CH2:39]1.CC(O)=O.CC#N.O. Product: [O:38]1[CH2:43][CH2:42][CH:41]([NH:44][C:30](=[O:36])[C@H:31]([CH:33]([CH3:35])[CH3:34])[CH2:32][C@H:28]([OH:29])[C@@H:8]([NH2:7])[CH2:9][C@H:10]([CH2:14][C:15]2[CH:20]=[CH:19][C:18]([CH3:21])=[C:17]([O:22][CH2:23][CH2:24][CH2:25][O:26][CH3:27])[CH:16]=2)[CH:11]([CH3:13])[CH3:12])[CH2:40][CH2:39]1. The catalyst class is: 578. (3) Reactant: [F:1][C:2]1[C:10]([F:11])=[CH:9][C:5]([C:6]([OH:8])=O)=[C:4]([OH:12])[CH:3]=1.[C:13]([O:16][C:17](=O)[CH3:18])(=O)C.Cl[CH2:21]Cl.[N+]([C:26]1[CH:32]=[CH:31][C:29]([NH2:30])=CC=1)([O-])=O. Product: [CH3:13][O:16][C:17]1[CH:18]=[CH:21][C:31]([CH2:29][NH:30][C:6](=[O:8])[C:5]2[CH:9]=[C:10]([F:11])[C:2]([F:1])=[CH:3][C:4]=2[OH:12])=[CH:32][CH:26]=1. The catalyst class is: 17. (4) Reactant: [O:1]=[S:2]1(=[O:32])[C:8]2[CH:9]=[CH:10][CH:11]=[CH:12][C:7]=2[CH2:6][N:5]([C:13]2[CH:22]=[C:21]([CH2:23][CH2:24][C:25]([O:27]CC)=[O:26])[C:20]3[C:15](=[CH:16][CH:17]=[C:18]([CH2:30][CH3:31])[CH:19]=3)[N:14]=2)[CH2:4][CH2:3]1.[OH-].[Li+].Cl. Product: [O:32]=[S:2]1(=[O:1])[C:8]2[CH:9]=[CH:10][CH:11]=[CH:12][C:7]=2[CH2:6][N:5]([C:13]2[CH:22]=[C:21]([CH2:23][CH2:24][C:25]([OH:27])=[O:26])[C:20]3[C:15](=[CH:16][CH:17]=[C:18]([CH2:30][CH3:31])[CH:19]=3)[N:14]=2)[CH2:4][CH2:3]1. The catalyst class is: 5. (5) Reactant: [Li]CCCC.[CH3:6][S:7]([C:10]1[CH:15]=[CH:14][CH:13]=[CH:12][CH:11]=1)(=[O:9])=[O:8].[O:16]1[CH2:19][C:18](=O)[CH2:17]1. Product: [C:10]1([S:7]([CH:6]=[C:18]2[CH2:19][O:16][CH2:17]2)(=[O:9])=[O:8])[CH:15]=[CH:14][CH:13]=[CH:12][CH:11]=1. The catalyst class is: 1. (6) Reactant: CO.[Cl-].[NH4+].[Br:5][C:6]1[CH:7]=[CH:8][N:9]2[C:14]=1[C:13]([O:15][C:16]1[CH:21]=[CH:20][C:19]([N+:22]([O-])=O)=[CH:18][C:17]=1[F:25])=[CH:12][CH:11]=[N:10]2. Product: [Br:5][C:6]1[CH:7]=[CH:8][N:9]2[C:14]=1[C:13]([O:15][C:16]1[CH:21]=[CH:20][C:19]([NH2:22])=[CH:18][C:17]=1[F:25])=[CH:12][CH:11]=[N:10]2. The catalyst class is: 772. (7) Reactant: [F:1][C:2]1[CH:3]=[C:4]([C@H:12]2[O:16][C:15](=[O:17])[NH:14][C@H:13]2[CH3:18])[CH:5]=[C:6]([C:8]([F:11])([F:10])[F:9])[CH:7]=1.[H-].[Na+].[Br:21][C:22]1[C:23]([CH2:29]Br)=[N:24][C:25]([Cl:28])=[CH:26][CH:27]=1. Product: [Br:21][C:22]1[C:23]([CH2:29][N:14]2[C@@H:13]([CH3:18])[C@@H:12]([C:4]3[CH:5]=[C:6]([C:8]([F:9])([F:11])[F:10])[CH:7]=[C:2]([F:1])[CH:3]=3)[O:16][C:15]2=[O:17])=[N:24][C:25]([Cl:28])=[CH:26][CH:27]=1. The catalyst class is: 1.